This data is from Retrosynthesis with 50K atom-mapped reactions and 10 reaction types from USPTO. The task is: Predict the reactants needed to synthesize the given product. (1) Given the product O=C(c1cnc(-n2ccnc2)nc1)N(C1CC1)C1CCN(c2nc(-c3ccccc3)no2)CC1, predict the reactants needed to synthesize it. The reactants are: O=C(O)c1cnc(-n2ccnc2)nc1.c1ccc(-c2noc(N3CCC(NC4CC4)CC3)n2)cc1. (2) Given the product CCOc1cc(Cl)ccc1C=O, predict the reactants needed to synthesize it. The reactants are: CCOc1cc(Cl)ccc1CO. (3) Given the product COC[C@H]1O[C@@H](n2cnc3c(NCC(c4ccccc4)c4ccccc4)nc(CCNS(=O)(=O)c4ccccc4)nc32)[C@H](O)[C@@H]1O, predict the reactants needed to synthesize it. The reactants are: COC[C@H]1O[C@@H](n2cnc3c(NCC(c4ccccc4)c4ccccc4)nc(CCN)nc32)[C@H](O)[C@@H]1O.O=S(=O)(Cl)c1ccccc1. (4) The reactants are: Cc1cc(C(=O)O)c(Br)s1.Nc1cc([N+](=O)[O-])ccc1O. Given the product Cc1cc(C(=O)Nc2cc([N+](=O)[O-])ccc2O)c(Br)s1, predict the reactants needed to synthesize it. (5) Given the product c1ccc2c(c1)NCC1CCCCCN21, predict the reactants needed to synthesize it. The reactants are: O=C1Nc2ccccc2N2CCCCCC12.